From a dataset of Forward reaction prediction with 1.9M reactions from USPTO patents (1976-2016). Predict the product of the given reaction. (1) Given the reactants [N:1]1[CH:6]=[CH:5][N:4]=[CH:3][C:2]=1[C:7]([OH:9])=O.CN(C(ON1N=NC2C=CC=NC1=2)=[N+](C)C)C.F[P-](F)(F)(F)(F)F.[NH2:34][C:35]1[C:43]([O:44][CH3:45])=[CH:42][C:41]([Br:46])=[CH:40][C:36]=1[C:37](N)=[O:38].CCN(C(C)C)C(C)C, predict the reaction product. The product is: [Br:46][C:41]1[CH:42]=[C:43]([O:44][CH3:45])[C:35]2[N:34]=[C:7]([C:2]3[CH:3]=[N:4][CH:5]=[CH:6][N:1]=3)[O:9][C:37](=[O:38])[C:36]=2[CH:40]=1. (2) Given the reactants C[O:2][C:3](=[O:25])[CH:4]([N:11]1[CH2:15][C:14]([O:16][C:17]2[CH:22]=[CH:21][CH:20]=[CH:19][C:18]=2[Cl:23])=[CH:13][C:12]1=[O:24])[CH2:5][CH2:6][C:7]([CH3:10])([CH3:9])[CH3:8].O.[OH-].[Li+].Cl, predict the reaction product. The product is: [Cl:23][C:18]1[CH:19]=[CH:20][CH:21]=[CH:22][C:17]=1[O:16][C:14]1[CH2:15][N:11]([CH:4]([CH2:5][CH2:6][C:7]([CH3:8])([CH3:9])[CH3:10])[C:3]([OH:25])=[O:2])[C:12](=[O:24])[CH:13]=1. (3) Given the reactants CN1CCOCC1.Cl.CN(C)CCCN=C=NCC.[Cl-].[Cl:21][C:22]1[CH:27]=[CH:26][C:25]([NH:28][C:29]([C@H:31]2[CH2:35][CH2:34][CH2:33][NH2+:32]2)=[O:30])=[CH:24][CH:23]=1.[O:36]=[C:37]1[CH2:42][O:41][CH2:40][CH2:39][N:38]1[C:43]1[CH:48]=[CH:47][C:46]([CH2:49][C:50](O)=[O:51])=[CH:45][CH:44]=1, predict the reaction product. The product is: [Cl:21][C:22]1[CH:23]=[CH:24][C:25]([NH:28][C:29]([C@H:31]2[CH2:35][CH2:34][CH2:33][N:32]2[C:50](=[O:51])[CH2:49][C:46]2[CH:45]=[CH:44][C:43]([N:38]3[CH2:39][CH2:40][O:41][CH2:42][C:37]3=[O:36])=[CH:48][CH:47]=2)=[O:30])=[CH:26][CH:27]=1.